This data is from Forward reaction prediction with 1.9M reactions from USPTO patents (1976-2016). The task is: Predict the product of the given reaction. (1) The product is: [F:16][B-:15]([F:19])([F:18])[F:17].[Br:2][C:3]1[CH:9]=[CH:8][CH:7]=[CH:6][C:4]=1[N+:5]#[N:10]. Given the reactants Cl.[Br:2][C:3]1[CH:9]=[CH:8][CH:7]=[CH:6][C:4]=1[NH2:5].[N:10]([O-])=O.[Na+].[H+].[B-:15]([F:19])([F:18])([F:17])[F:16], predict the reaction product. (2) The product is: [CH2:15]([N:12]1[C:13](=[O:14])[C:8]2[CH:7]=[C:6]([C:4]([OH:5])=[O:3])[S:24][C:9]=2[N:10]([CH3:23])[C:11]1=[O:22])[C:16]1[CH:21]=[CH:20][CH:19]=[CH:18][CH:17]=1. Given the reactants C([O:3][C:4]([C:6]1[S:24][C:9]2[N:10]([CH3:23])[C:11](=[O:22])[N:12]([CH2:15][C:16]3[CH:21]=[CH:20][CH:19]=[CH:18][CH:17]=3)[C:13](=[O:14])[C:8]=2[CH:7]=1)=[O:5])C.[Li+].[OH-].C(OCC)(=O)C.O.Cl, predict the reaction product. (3) Given the reactants [NH:1]1[CH2:6][CH2:5][CH2:4][CH:3]([NH:7][C:8]([C:10]2[C:14]3[N:15]=[CH:16][N:17]=[C:18]([C:19]4[C:27]5[O:26][CH2:25][O:24][C:23]=5[CH:22]=[CH:21][C:20]=4[O:28][CH2:29][CH2:30][CH2:31][CH3:32])[C:13]=3[NH:12][CH:11]=2)=[O:9])[CH2:2]1.Cl[C:34]([O:36][CH2:37][CH3:38])=[O:35], predict the reaction product. The product is: [CH2:37]([O:36][C:34]([N:1]1[CH2:6][CH2:5][CH2:4][CH:3]([NH:7][C:8]([C:10]2[C:14]3[N:15]=[CH:16][N:17]=[C:18]([C:19]4[C:27]5[O:26][CH2:25][O:24][C:23]=5[CH:22]=[CH:21][C:20]=4[O:28][CH2:29][CH2:30][CH2:31][CH3:32])[C:13]=3[NH:12][CH:11]=2)=[O:9])[CH2:2]1)=[O:35])[CH3:38]. (4) Given the reactants Br[C:2]1[CH:7]=[CH:6][C:5]([C:8]2[O:12][N:11]=[C:10]([CH3:13])[C:9]=2[CH:14]([OH:24])[CH2:15][CH2:16][CH2:17][C:18]2[CH:23]=[CH:22][CH:21]=[CH:20][CH:19]=2)=[CH:4][CH:3]=1.[CH2:25]([O:27][C:28](=[O:48])[CH2:29][C:30]1([C:33]2[CH:38]=[CH:37][C:36](B3OC(C)(C)C(C)(C)O3)=[CH:35][CH:34]=2)[CH2:32][CH2:31]1)[CH3:26], predict the reaction product. The product is: [CH2:25]([O:27][C:28](=[O:48])[CH2:29][C:30]1([C:33]2[CH:38]=[CH:37][C:36]([C:2]3[CH:7]=[CH:6][C:5]([C:8]4[O:12][N:11]=[C:10]([CH3:13])[C:9]=4[CH:14]([OH:24])[CH2:15][CH2:16][CH2:17][C:18]4[CH:23]=[CH:22][CH:21]=[CH:20][CH:19]=4)=[CH:4][CH:3]=3)=[CH:35][CH:34]=2)[CH2:32][CH2:31]1)[CH3:26]. (5) Given the reactants [F:1][C:2]1[CH:10]=[C:9]2[C:5]([C:6]([C:18]([NH2:20])=[O:19])=[N:7][N:8]2[C:11]2[CH:16]=[C:15](I)[CH:14]=[CH:13][N:12]=2)=[CH:4][CH:3]=1.[C:21]([C@:23]1([OH:29])[CH2:27][CH2:26][NH:25][C:24]1=[O:28])#[CH:22], predict the reaction product. The product is: [F:1][C:2]1[CH:10]=[C:9]2[C:5]([C:6]([C:18]([NH2:20])=[O:19])=[N:7][N:8]2[C:11]2[CH:16]=[C:15]([C:22]#[C:21][C@:23]3([OH:29])[CH2:27][CH2:26][NH:25][C:24]3=[O:28])[CH:14]=[CH:13][N:12]=2)=[CH:4][CH:3]=1. (6) Given the reactants CN1CC[N:5]([C:8]2[CH:9]=CC3NC(C4C=CC5NC(C6C=CC(O)=CC=6)=NC=5C=4)=NC=3[CH:13]=2)CC1.C1[CH2:52][N:54](C([C@@H](N)CC(O)=O)=O)[C@H:55]([C:58](N[C@H]([C:52]([NH:54][C@H:55]([C:58](O)=O)[CH2:56]O)=O)CO)=O)[CH2:56]1.[Ne].[He].CCOC1C=CC(C2NC3C=C(C4NC5C=C(N6CCN(C)CC6)C=CC=5N=4)C=CC=3N=2)=CC=1, predict the reaction product. The product is: [CH3:13][CH:8]([CH3:9])[N:5]=[C:52]=[N:54][CH:55]([CH3:56])[CH3:58]. (7) Given the reactants [NH:1]1[CH2:6][CH2:5][CH2:4][CH:3]([OH:7])[CH2:2]1.Cl[C:9]1[N:14]=[CH:13][C:12]([N+:15]([O-:17])=[O:16])=[CH:11][N:10]=1.C([O-])([O-])=O.[K+].[K+], predict the reaction product. The product is: [N+:15]([C:12]1[CH:11]=[N:10][C:9]([N:1]2[CH2:6][CH2:5][CH2:4][CH:3]([OH:7])[CH2:2]2)=[N:14][CH:13]=1)([O-:17])=[O:16].